This data is from Catalyst prediction with 721,799 reactions and 888 catalyst types from USPTO. The task is: Predict which catalyst facilitates the given reaction. (1) Reactant: [N+]([O-])(O)=O.[NH2:5][C:6]([NH2:8])=[NH:7].CC[O-].[Na+].[CH3:13][S:14][C:15](SC)=[C:16]1[C:25](=O)[C:24]2[C:19](=[CH:20][CH:21]=[CH:22][CH:23]=2)[CH2:18][O:17]1.O. The catalyst class is: 14. Product: [CH3:13][S:14][C:15]1[C:16]2[O:17][CH2:18][C:19]3[C:24](=[CH:23][CH:22]=[CH:21][CH:20]=3)[C:25]=2[N:5]=[C:6]([NH2:8])[N:7]=1. (2) Reactant: [OH:1][C:2]1[CH:7]=[CH:6][C:5]([N:8]2[C:13](=[O:14])[C:12]([CH2:15][C:16]3[CH:21]=[CH:20][C:19]([C:22]4[C:23]([C:28]#[N:29])=[CH:24][CH:25]=[CH:26][CH:27]=4)=[CH:18][CH:17]=3)=[C:11]([CH2:30][CH2:31][CH3:32])[N:10]=[C:9]2[CH3:33])=[CH:4][CH:3]=1.Br[CH:35]([CH3:39])[C:36]([NH2:38])=[O:37].C(=O)([O-])[O-].[Cs+].[Cs+].C(OCC)(=O)C. Product: [C:28]([C:23]1[CH:24]=[CH:25][CH:26]=[CH:27][C:22]=1[C:19]1[CH:20]=[CH:21][C:16]([CH2:15][C:12]2[C:13](=[O:14])[N:8]([C:5]3[CH:4]=[CH:3][C:2]([O:1][CH:35]([CH3:39])[C:36]([NH2:38])=[O:37])=[CH:7][CH:6]=3)[C:9]([CH3:33])=[N:10][C:11]=2[CH2:30][CH2:31][CH3:32])=[CH:17][CH:18]=1)#[N:29]. The catalyst class is: 35. (3) Reactant: [OH:1][C:2]([C:5]1[CH:10]=[CH:9][C:8]([CH2:11][C:12]([OH:14])=O)=[CH:7][CH:6]=1)([CH3:4])[CH3:3].Cl.Cl.[F:17][C:18]([F:31])([F:30])[CH2:19][O:20][C:21]1[CH:22]=[CH:23][C:24]([C@H:27]([NH2:29])[CH3:28])=[N:25][CH:26]=1.C(Cl)CCl.ON1C2N=CC=CC=2N=N1.C(N(CC)C(C)C)(C)C. Product: [OH:1][C:2]([C:5]1[CH:6]=[CH:7][C:8]([CH2:11][C:12]([NH:29][C@@H:27]([C:24]2[CH:23]=[CH:22][C:21]([O:20][CH2:19][C:18]([F:31])([F:17])[F:30])=[CH:26][N:25]=2)[CH3:28])=[O:14])=[CH:9][CH:10]=1)([CH3:3])[CH3:4]. The catalyst class is: 3. (4) Reactant: [Cl:1][C:2]1[CH:3]=[C:4]([C@@H:8]([OH:12])[CH2:9][NH:10][CH3:11])[CH:5]=[CH:6][CH:7]=1.[CH3:25][C:24]([O:23][C:21](O[C:21]([O:23][C:24]([CH3:27])([CH3:26])[CH3:25])=[O:22])=[O:22])([CH3:27])[CH3:26]. Product: [Cl:1][C:2]1[CH:3]=[C:4]([C@@H:8]([OH:12])[CH2:9][N:10]([CH3:11])[C:21](=[O:22])[O:23][C:24]([CH3:25])([CH3:26])[CH3:27])[CH:5]=[CH:6][CH:7]=1. The catalyst class is: 1. (5) Reactant: [C:1]([O:4][NH:5][S:6]([C:9]1[CH:14]=[CH:13][CH:12]=[CH:11][C:10]=1[S:15]([CH3:18])(=[O:17])=[O:16])(=[O:8])=[O:7])(=[O:3])[CH3:2].C(N(CC)CC)C.Cl[C:27]([O:29][CH2:30][CH3:31])=[O:28]. Product: [C:1]([O:4][N:5]([S:6]([C:9]1[CH:14]=[CH:13][CH:12]=[CH:11][C:10]=1[S:15]([CH3:18])(=[O:16])=[O:17])(=[O:8])=[O:7])[C:27](=[O:28])[O:29][CH2:30][CH3:31])(=[O:3])[CH3:2].[C:1]([O:4][NH:5][S:6]([C:9]1[CH:14]=[CH:13][CH:12]=[CH:11][C:10]=1[S:15]([CH3:18])(=[O:16])=[O:17])(=[O:8])=[O:7])(=[O:3])[CH3:2]. The catalyst class is: 4. (6) Reactant: CON(C)[C:4]([C:6]1[CH:19]=[C:18]2[C:9]([O:10][CH2:11][CH2:12][N:13]3[C:17]2=[N:16][C:15]([C:20]2[N:24]([CH:25]([CH3:27])[CH3:26])[N:23]=[CH:22][N:21]=2)=[CH:14]3)=[CH:8][CH:7]=1)=[O:5].[CH3:29][Mg]Cl. Product: [CH3:27][CH:25]([N:24]1[C:20]([C:15]2[N:16]=[C:17]3[N:13]([CH:14]=2)[CH2:12][CH2:11][O:10][C:9]2[C:18]3=[CH:19][C:6]([C:4](=[O:5])[CH3:29])=[CH:7][CH:8]=2)=[N:21][CH:22]=[N:23]1)[CH3:26]. The catalyst class is: 1.